Dataset: Full USPTO retrosynthesis dataset with 1.9M reactions from patents (1976-2016). Task: Predict the reactants needed to synthesize the given product. (1) Given the product [Br:7][C:8]1[C:9]([CH3:17])=[N:10][N:11]([CH2:14][S:3]([CH3:18])(=[O:5])=[O:2])[C:12]=1[CH3:13], predict the reactants needed to synthesize it. The reactants are: O[O:2][S:3]([O-:5])=O.[K+].[Br:7][C:8]1[C:9]([CH3:17])=[N:10][N:11]([CH2:14]SC)[C:12]=1[CH3:13].[CH3:18]O.O. (2) Given the product [P:1]([OH:8])([OH:3])([O:13][CH2:14][N:15]1[CH:19]=[CH:18][S:17]/[C:16]/1=[N:20]\[S:21]([C:24]1[CH:29]=[CH:28][C:27]([O:30][C:31]2[CH:36]=[CH:35][C:34]([Cl:37])=[CH:33][C:32]=2[C:38]2[N:42]([CH3:43])[N:41]=[CH:40][CH:39]=2)=[C:26]([C:44]#[N:45])[CH:25]=1)(=[O:22])=[O:23])=[O:2], predict the reactants needed to synthesize it. The reactants are: [P:1]([O:13][CH2:14][N:15]1[CH:19]=[CH:18][S:17]/[C:16]/1=[N:20]\[S:21]([C:24]1[CH:29]=[CH:28][C:27]([O:30][C:31]2[CH:36]=[CH:35][C:34]([Cl:37])=[CH:33][C:32]=2[C:38]2[N:42]([CH3:43])[N:41]=[CH:40][CH:39]=2)=[C:26]([C:44]#[N:45])[CH:25]=1)(=[O:23])=[O:22])([O:8]C(C)(C)C)([O:3]C(C)(C)C)=[O:2].FC(F)(F)C(O)=O. (3) Given the product [CH3:20][O:21][C:22]1[CH:23]=[C:24]([C@H:30]2[CH2:46][O:45][C:34]3=[C:35]4[C:40](=[CH:41][CH:42]=[C:33]3[C:31]2=[O:32])[O:39][C:38]([CH3:43])([CH3:44])[CH:37]=[CH:36]4)[CH:25]=[CH:26][C:27]=1[O:28][CH3:29], predict the reactants needed to synthesize it. The reactants are: C1(P(C2C=CC=CC=2)C2C=CC=CC=2)C=CC=CC=1.[CH3:20][O:21][C:22]1[CH:23]=[C:24]([C@@H:30]([CH2:46]O)[C:31]([C:33]2[C:34]([OH:45])=[C:35]3[C:40](=[CH:41][CH:42]=2)[O:39][C:38]([CH3:44])([CH3:43])[CH:37]=[CH:36]3)=[O:32])[CH:25]=[CH:26][C:27]=1[O:28][CH3:29]. (4) Given the product [Cl:8][C:9]1[CH:10]=[C:11]([CH:27]=[CH:28][CH:29]=1)[CH2:12][C:13]1[C:14]([CH3:26])=[N:15][C:16]2[N:17]([N:20]=[CH:21][C:22]=2[C:23]([NH:7][CH2:6][CH:2]2[CH2:3][CH2:4][CH2:5][O:1]2)=[O:24])[C:18]=1[CH3:19], predict the reactants needed to synthesize it. The reactants are: [O:1]1[CH2:5][CH2:4][CH2:3][CH:2]1[CH2:6][NH2:7].[Cl:8][C:9]1[CH:10]=[C:11]([CH:27]=[CH:28][CH:29]=1)[CH2:12][C:13]1[C:14]([CH3:26])=[N:15][C:16]2[N:17]([N:20]=[CH:21][C:22]=2[C:23](O)=[O:24])[C:18]=1[CH3:19]. (5) Given the product [OH2:15].[CH3:3][N:4]1[C:12]2[C:7](=[CH:8][C:9]([NH:13][C:14]([C:16]3[C:17]([C:22]4[CH:27]=[CH:26][C:25]([C:28]([F:30])([F:31])[F:29])=[CH:24][CH:23]=4)=[CH:18][CH:19]=[CH:20][CH:21]=3)=[O:15])=[CH:10][CH:11]=2)[CH:6]=[C:5]1[C:32]([OH:34])=[O:33].[CH3:3][N:4]1[C:12]2[C:7](=[CH:8][C:9]([NH:13][C:14]([C:16]3[C:17]([C:22]4[CH:27]=[CH:26][C:25]([C:28]([F:30])([F:31])[F:29])=[CH:24][CH:23]=4)=[CH:18][CH:19]=[CH:20][CH:21]=3)=[O:15])=[CH:10][CH:11]=2)[CH:6]=[C:5]1[C:32]([OH:34])=[O:33].[OH2:38].[CH3:3][N:4]1[C:12]2[C:7](=[CH:8][C:9]([NH:13][C:14]([C:16]3[C:17]([C:22]4[CH:27]=[CH:26][C:25]([C:28]([F:30])([F:31])[F:29])=[CH:24][CH:23]=4)=[CH:18][CH:19]=[CH:20][CH:21]=3)=[O:15])=[CH:10][CH:11]=2)[CH:6]=[C:5]1[C:32]([OH:34])=[O:33], predict the reactants needed to synthesize it. The reactants are: O.[Na+].[CH3:3][N:4]1[C:12]2[C:7](=[CH:8][C:9]([NH:13][C:14]([C:16]3[C:17]([C:22]4[CH:27]=[CH:26][C:25]([C:28]([F:31])([F:30])[F:29])=[CH:24][CH:23]=4)=[CH:18][CH:19]=[CH:20][CH:21]=3)=[O:15])=[CH:10][CH:11]=2)[CH:6]=[C:5]1[C:32]([O-:34])=[O:33].Cl.C([OH:38])C. (6) Given the product [C:15]([NH:14][C:11]1[CH:12]=[CH:13][C:8]([O:7][CH2:6][C:5]([OH:30])=[O:4])=[C:9]([C:18](=[O:29])[NH:19][CH2:20][C:21]2[CH:26]=[CH:25][C:24]([Br:27])=[CH:23][C:22]=2[F:28])[CH:10]=1)(=[O:17])[CH3:16], predict the reactants needed to synthesize it. The reactants are: C([O:4][C:5](=[O:30])[CH2:6][O:7][C:8]1[CH:13]=[CH:12][C:11]([NH:14][C:15](=[O:17])[CH3:16])=[CH:10][C:9]=1[C:18](=[O:29])[NH:19][CH2:20][C:21]1[CH:26]=[CH:25][C:24]([Br:27])=[CH:23][C:22]=1[F:28])C=C.N1CCCC1. (7) Given the product [C:56]([NH:55][CH2:54][CH2:53][C:48]1[CH:49]=[CH:50][CH:51]=[CH:52][C:47]=1[O:31][CH2:30][CH2:29][O:28][CH:16]1[CH:15]([C:12]2[CH:13]=[CH:14][C:9]([O:8][CH2:7][CH2:6][CH2:5][O:4][C:3]3[CH:42]=[CH:43][CH:44]=[CH:45][C:2]=3[Cl:1])=[CH:10][CH:11]=2)[CH2:20][CH2:19][N:18]([C:21]([O:23][C:24]([CH3:25])([CH3:27])[CH3:26])=[O:22])[CH2:17]1)(=[O:58])[CH3:57], predict the reactants needed to synthesize it. The reactants are: [Cl:1][C:2]1[CH:45]=[CH:44][CH:43]=[CH:42][C:3]=1[O:4][CH2:5][CH2:6][CH2:7][O:8][C:9]1[CH:14]=[CH:13][C:12]([CH:15]2[CH2:20][CH2:19][N:18]([C:21]([O:23][C:24]([CH3:27])([CH3:26])[CH3:25])=[O:22])[CH2:17][CH:16]2[O:28][CH2:29][CH2:30][O:31]S(C2C=CC(C)=CC=2)(=O)=O)=[CH:11][CH:10]=1.O[C:47]1[CH:52]=[CH:51][CH:50]=[CH:49][C:48]=1[CH2:53][CH2:54][NH:55][C:56](=[O:58])[CH3:57]. (8) Given the product [N:1]([C:4]1[CH:9]=[CH:8][N:7]=[CH:6][C:5]=1/[CH:10]=[N:15]/[C:14]1[C:13]([Cl:12])=[CH:19][CH:18]=[CH:17][C:16]=1[Cl:20])=[N+:2]=[N-:3], predict the reactants needed to synthesize it. The reactants are: [N:1]([C:4]1[CH:9]=[CH:8][N:7]=[CH:6][C:5]=1[CH:10]=O)=[N+:2]=[N-:3].[Cl:12][C:13]1[CH:19]=[CH:18][CH:17]=[C:16]([Cl:20])[C:14]=1[NH2:15].C(N(CC)CC)C.